Dataset: Full USPTO retrosynthesis dataset with 1.9M reactions from patents (1976-2016). Task: Predict the reactants needed to synthesize the given product. (1) Given the product [NH:19]1[CH2:20][CH2:21][CH:17]([CH2:16][NH:15][C:14]([CH:11]2[CH2:12][CH2:13][NH:8][CH2:9][CH2:10]2)=[O:29])[CH2:18]1, predict the reactants needed to synthesize it. The reactants are: C(OC([N:8]1[CH2:13][CH2:12][CH:11]([C:14](=[O:29])[NH:15][CH2:16][CH:17]2[CH2:21][CH2:20][N:19](C(OC(C)(C)C)=O)[CH2:18]2)[CH2:10][CH2:9]1)=O)(C)(C)C.FC(F)(F)C(O)=O. (2) Given the product [CH:14]([N:12]([CH3:13])[C:11]1[C:2]([C:28]2[CH:29]=[C:30]3[C:25]([CH:24]=[N:23][N:22]3[CH3:21])=[CH:26][CH:27]=2)=[N:3][C:4]2[C:9]([N:10]=1)=[CH:8][C:7]([C:17]([O:19][CH3:20])=[O:18])=[CH:6][CH:5]=2)([CH3:16])[CH3:15], predict the reactants needed to synthesize it. The reactants are: Cl[C:2]1[C:11]([N:12]([CH:14]([CH3:16])[CH3:15])[CH3:13])=[N:10][C:9]2[C:4](=[CH:5][CH:6]=[C:7]([C:17]([O:19][CH3:20])=[O:18])[CH:8]=2)[N:3]=1.[CH3:21][N:22]1[C:30]2[C:25](=[CH:26][CH:27]=[C:28](B(O)O)[CH:29]=2)[CH:24]=[N:23]1.[O-]P([O-])([O-])=O.[K+].[K+].[K+]. (3) Given the product [Cl:24][C:19]1[CH:18]=[C:17]([S:14]([C:7]2[N:8]3[C:13]([CH:12]=[CH:11][CH:10]=[CH:9]3)=[C:5]([CH2:4][C:3]([OH:26])=[O:2])[C:6]=2[CH3:25])(=[O:15])=[O:16])[CH:22]=[C:21]([Cl:23])[CH:20]=1, predict the reactants needed to synthesize it. The reactants are: C[O:2][C:3](=[O:26])[CH2:4][C:5]1[C:6]([CH3:25])=[C:7]([S:14]([C:17]2[CH:22]=[C:21]([Cl:23])[CH:20]=[C:19]([Cl:24])[CH:18]=2)(=[O:16])=[O:15])[N:8]2[C:13]=1[CH:12]=[CH:11][CH:10]=[CH:9]2.C(=O)([O-])[O-].[K+].[K+].ClC1C=C(C=CC=1)C(OO)=O. (4) Given the product [F:10][C:11]1[CH:18]=[CH:17][C:14]([O:24][C:2]2[CH:3]=[CH:4][C:5]([O:8][CH3:9])=[N:6][CH:7]=2)=[CH:13][CH:12]=1, predict the reactants needed to synthesize it. The reactants are: Br[C:2]1[CH:3]=[CH:4][C:5]([O:8][CH3:9])=[N:6][CH:7]=1.[F:10][C:11]1[CH:18]=[CH:17][C:14](CO)=[CH:13][CH:12]=1.CN(CC(O)=[O:24])C. (5) Given the product [F:20][C:17]1[CH:18]=[CH:19][C:12]2[O:11][CH2:10][CH2:9][C:8]3[S:7][C:6]([C:4]([OH:5])=[O:3])=[N:15][C:14]=3[C:13]=2[CH:16]=1, predict the reactants needed to synthesize it. The reactants are: C([O:3][C:4]([C:6]1[S:7][C:8]2[CH2:9][CH2:10][O:11][C:12]3[CH:19]=[CH:18][C:17]([F:20])=[CH:16][C:13]=3[C:14]=2[N:15]=1)=[O:5])C.[OH-].[Li+]. (6) Given the product [F:1][C:2]1([F:24])[CH2:7][CH2:6][CH:5]([CH2:8][NH:9][C:10]([C:12]2[C:13]3[CH:14]=[CH:15][C:16]([N:34]4[CH2:38][CH2:37][C@H:36]([CH2:39][OH:40])[CH2:35]4)=[N:17][C:18]=3[CH:19]=[CH:20][C:21]=2[Cl:22])=[O:11])[CH2:4][CH2:3]1, predict the reactants needed to synthesize it. The reactants are: [F:1][C:2]1([F:24])[CH2:7][CH2:6][CH:5]([CH2:8][NH:9][C:10]([C:12]2[C:13]3[CH:14]=[CH:15][C:16](Cl)=[N:17][C:18]=3[CH:19]=[CH:20][C:21]=2[Cl:22])=[O:11])[CH2:4][CH2:3]1.CCN(C(C)C)C(C)C.[NH:34]1[CH2:38][CH2:37][C@H:36]([CH2:39][OH:40])[CH2:35]1. (7) Given the product [CH3:1][O:2][C:3](=[O:19])[CH:4]([NH:8][C:9](=[O:18])[C:10]1[C:11]([Cl:17])=[CH:12][CH:13]=[CH:14][C:15]=1[Cl:16])[CH2:5]/[CH:6]=[CH:7]/[C:21]1[CH:22]=[CH:23][C:24]([O:25][C:26]2[N:31]=[C:30]([O:32][CH3:33])[CH:29]=[CH:28][N:27]=2)=[CH:34][CH:35]=1, predict the reactants needed to synthesize it. The reactants are: [CH3:1][O:2][C:3](=[O:19])[CH:4]([NH:8][C:9](=[O:18])[C:10]1[C:15]([Cl:16])=[CH:14][CH:13]=[CH:12][C:11]=1[Cl:17])[CH2:5][CH:6]=[CH2:7].I[C:21]1[CH:35]=[CH:34][C:24]([O:25][C:26]2[N:31]=[C:30]([O:32][CH3:33])[CH:29]=[CH:28][N:27]=2)=[CH:23][CH:22]=1.